From a dataset of Peptide-MHC class II binding affinity with 134,281 pairs from IEDB. Regression. Given a peptide amino acid sequence and an MHC pseudo amino acid sequence, predict their binding affinity value. This is MHC class II binding data. (1) The peptide sequence is TFTVEKGSNEKHLAV. The MHC is DRB1_0802 with pseudo-sequence DRB1_0802. The binding affinity (normalized) is 0.134. (2) The peptide sequence is YDKFLANVSTVLKGK. The MHC is DRB1_1602 with pseudo-sequence DRB1_1602. The binding affinity (normalized) is 0.861. (3) The peptide sequence is LNTLTLAVPYNMRVI. The MHC is DRB1_0401 with pseudo-sequence DRB1_0401. The binding affinity (normalized) is 0.659.